The task is: Predict the reaction yield, written as a fraction of the theoretical maximum amount of product (1.0 means a 100% yield; for example, 0.34 means a 34% yield).. This data is from Reaction yield outcomes from USPTO patents with 853,638 reactions. The reactants are [CH3:1][O:2][C:3]1[CH:4]=[C:5]2[C:10](=[CH:11][CH:12]=1)[C:9](=[O:13])[CH2:8][CH2:7][CH2:6]2.O.[C:15]([OH:19])(=[O:18])[CH:16]=[O:17]. The catalyst is CCOC(C)=O. The product is [OH:17][CH:16]([CH:8]1[CH2:7][CH2:6][C:5]2[C:10](=[CH:11][CH:12]=[C:3]([O:2][CH3:1])[CH:4]=2)[C:9]1=[O:13])[C:15]([OH:19])=[O:18]. The yield is 0.300.